Predict the product of the given reaction. From a dataset of Forward reaction prediction with 1.9M reactions from USPTO patents (1976-2016). (1) Given the reactants [F:1][C:2]1[CH:3]=[C:4]([CH:23]=[CH:24][CH:25]=1)[CH2:5][O:6][C:7]1[CH:8]=[C:9]2[C:14](=[CH:15][CH:16]=1)[C:13](=[O:17])[N:12]([CH:18]([CH3:22])[C:19](O)=[O:20])[CH2:11][CH2:10]2.CO, predict the reaction product. The product is: [F:1][C:2]1[CH:3]=[C:4]([CH:23]=[CH:24][CH:25]=1)[CH2:5][O:6][C:7]1[CH:8]=[C:9]2[C:14](=[CH:15][CH:16]=1)[C:13](=[O:17])[N:12]([CH:18]([CH3:22])[CH2:19][OH:20])[CH2:11][CH2:10]2. (2) The product is: [CH3:21][N:20]([CH3:22])[CH2:19][CH2:18][N:11]1[CH2:10][CH2:9][O:8][C:7]2[CH:12]=[CH:13][C:4]([N+:1]([O-:3])=[O:2])=[CH:5][C:6]1=2. Given the reactants [N+:1]([C:4]1[CH:13]=[CH:12][C:7]2[O:8][CH2:9][CH2:10][NH:11][C:6]=2[CH:5]=1)([O-:3])=[O:2].[H-].[Na+].Cl.Cl[CH2:18][CH2:19][N:20]([CH3:22])[CH3:21], predict the reaction product.